From a dataset of Forward reaction prediction with 1.9M reactions from USPTO patents (1976-2016). Predict the product of the given reaction. (1) Given the reactants C1(C)C=CC(S([NH:10][C:11]2[CH:48]=[CH:47][N:14]([C@@H:15]3[O:46][C@H:20]([CH2:21][O:22][C:23]([C:40]4[CH:45]=[CH:44][CH:43]=[CH:42][CH:41]=4)([C:32]4[CH:37]=[CH:36][C:35]([O:38][CH3:39])=[CH:34][CH:33]=4)[C:24]4[CH:29]=[CH:28][C:27]([O:30][CH3:31])=[CH:26][CH:25]=4)[C@@H:18]([OH:19])[C@H:16]3[OH:17])[C:13](=[O:49])[N:12]=2)(=O)=O)=CC=1.N1C=CC=CC=1.[CH2:57]([CH2:62][O:63][CH2:64][CH2:65]N)[O:58][CH2:59][CH2:60][NH2:61].CN, predict the reaction product. The product is: [NH2:61][CH2:60][CH2:59][O:58][CH2:57][CH2:62][O:63][CH2:64][CH2:65][NH:10][C:11]1[CH:48]=[CH:47][N:14]([C@@H:15]2[O:46][C@H:20]([CH2:21][O:22][C:23]([C:40]3[CH:45]=[CH:44][CH:43]=[CH:42][CH:41]=3)([C:32]3[CH:33]=[CH:34][C:35]([O:38][CH3:39])=[CH:36][CH:37]=3)[C:24]3[CH:25]=[CH:26][C:27]([O:30][CH3:31])=[CH:28][CH:29]=3)[C@@H:18]([OH:19])[C@H:16]2[OH:17])[C:13](=[O:49])[N:12]=1. (2) Given the reactants [CH3:1][O:2][C@@:3]1([NH:20][C:21]([CH2:23][C:24]2[S:28][CH:27]=[CH:26][CH:25]=2)=[O:22])[C:6](=[O:7])[N:5]2[C:8]([C:17]([OH:19])=[O:18])=[C:9]([CH2:12][O:13][C:14]([NH2:16])=[O:15])[CH2:10][S:11][C@H:4]12.C([O-])(=O)C(C)O.[Na+:35], predict the reaction product. The product is: [CH3:1][O:2][C@@:3]1([NH:20][C:21]([CH2:23][C:24]2[S:28][CH:27]=[CH:26][CH:25]=2)=[O:22])[C:6](=[O:7])[N:5]2[C:8]([C:17]([O-:19])=[O:18])=[C:9]([CH2:12][O:13][C:14]([NH2:16])=[O:15])[CH2:10][S:11][C@H:4]12.[Na+:35]. (3) The product is: [F:24][C:3]([F:2])([F:23])[C:4]1[CH:22]=[CH:21][CH:20]=[CH:19][C:5]=1[CH:6]([O:14][CH:15]1[CH2:18][N:17]([C:38]([NH:37][C:29](=[O:36])[C:30]2[CH:31]=[CH:32][CH:33]=[CH:34][CH:35]=2)=[O:39])[CH2:16]1)[C:7]1[CH:12]=[CH:11][C:10]([F:13])=[CH:9][CH:8]=1. Given the reactants Cl.[F:2][C:3]([F:24])([F:23])[C:4]1[CH:22]=[CH:21][CH:20]=[CH:19][C:5]=1[CH:6]([O:14][CH:15]1[CH2:18][NH:17][CH2:16]1)[C:7]1[CH:12]=[CH:11][C:10]([F:13])=[CH:9][CH:8]=1.C(=O)([O-])[O-].[C:29]([N:37]=[C:38]=[O:39])(=[O:36])[C:30]1[CH:35]=[CH:34][CH:33]=[CH:32][CH:31]=1, predict the reaction product.